Dataset: Reaction yield outcomes from USPTO patents with 853,638 reactions. Task: Predict the reaction yield, written as a fraction of the theoretical maximum amount of product (1.0 means a 100% yield; for example, 0.34 means a 34% yield). (1) The reactants are O.[NH2:2][NH2:3].N1C=CC=CC=1.C[O:11][C:12](=O)[CH2:13][O:14][CH2:15][C:16]1[CH:21]=[CH:20][C:19]([O:22][CH3:23])=[CH:18][CH:17]=1. The catalyst is C(O)C. The product is [CH3:23][O:22][C:19]1[CH:20]=[CH:21][C:16]([CH2:15][O:14][CH2:13][C:12]([NH:2][NH2:3])=[O:11])=[CH:17][CH:18]=1. The yield is 0.800. (2) The reactants are [F:1][C:2]1[CH:7]=[CH:6][C:5]([F:8])=[CH:4][C:3]=1[CH2:9][C:10]([N:12]1[CH2:17][CH2:16][NH:15][C:14]2[N:18]=[CH:19][C:20](I)=[CH:21][C:13]1=2)=[O:11].[N:23]1([CH:28]2[CH2:33][CH2:32][N:31]([C:34]([C:36]3[CH:41]=[CH:40][C:39](B4OC(C)(C)C(C)(C)O4)=[CH:38][CH:37]=3)=[O:35])[CH2:30][CH2:29]2)[CH2:27][CH2:26][CH2:25][CH2:24]1. No catalyst specified. The product is [F:1][C:2]1[CH:7]=[CH:6][C:5]([F:8])=[CH:4][C:3]=1[CH2:9][C:10]([N:12]1[CH2:17][CH2:16][NH:15][C:14]2[N:18]=[CH:19][C:20]([C:39]3[CH:40]=[CH:41][C:36]([C:34]([N:31]4[CH2:30][CH2:29][CH:28]([N:23]5[CH2:24][CH2:25][CH2:26][CH2:27]5)[CH2:33][CH2:32]4)=[O:35])=[CH:37][CH:38]=3)=[CH:21][C:13]1=2)=[O:11]. The yield is 0.200. (3) The reactants are [C:1](Cl)(=[O:5])[C:2](Cl)=[O:3].[CH2:7]([O:14][C:15]1[C:23]([F:24])=[CH:22][CH:21]=[C:20]2[C:16]=1[CH:17]=[CH:18][NH:19]2)[C:8]1[CH:13]=[CH:12][CH:11]=[CH:10][CH:9]=1.[CH3:25][NH:26][CH3:27]. The catalyst is CCOCC.CCOC(C)=O. The product is [CH2:7]([O:14][C:15]1[C:23]([F:24])=[CH:22][CH:21]=[C:20]2[C:16]=1[C:17]([C:1](=[O:5])[C:2]([N:26]([CH3:27])[CH3:25])=[O:3])=[CH:18][NH:19]2)[C:8]1[CH:9]=[CH:10][CH:11]=[CH:12][CH:13]=1. The yield is 0.870. (4) The catalyst is O1CCOCC1.C1C=CC(P([C]2[CH][CH][CH][CH]2)C2C=CC=CC=2)=CC=1.C1C=CC(P([C]2[CH][CH][CH][CH]2)C2C=CC=CC=2)=CC=1.Cl[Pd]Cl.[Fe].C(Cl)Cl. The reactants are Br[C:2]1[CH:7]=[CH:6][C:5]([S:8]([N:11]2[CH2:15][CH2:14][CH2:13][C@H:12]2[C:16]([O:18][C:19]([CH3:22])([CH3:21])[CH3:20])=[O:17])(=[O:10])=[O:9])=[CH:4][CH:3]=1.[B:23]1([B:23]2[O:27][C:26]([CH3:29])([CH3:28])[C:25]([CH3:31])([CH3:30])[O:24]2)[O:27][C:26]([CH3:29])([CH3:28])[C:25]([CH3:31])([CH3:30])[O:24]1.C([O-])(=O)C.[K+]. The product is [CH3:30][C:25]1([CH3:31])[C:26]([CH3:29])([CH3:28])[O:27][B:23]([C:2]2[CH:7]=[CH:6][C:5]([S:8]([N:11]3[CH2:15][CH2:14][CH2:13][C@H:12]3[C:16]([O:18][C:19]([CH3:22])([CH3:21])[CH3:20])=[O:17])(=[O:10])=[O:9])=[CH:4][CH:3]=2)[O:24]1. The yield is 0.800.